This data is from Peptide-MHC class II binding affinity with 134,281 pairs from IEDB. The task is: Regression. Given a peptide amino acid sequence and an MHC pseudo amino acid sequence, predict their binding affinity value. This is MHC class II binding data. (1) The peptide sequence is SSKLNKFISPKSVIG. The MHC is DRB1_0405 with pseudo-sequence DRB1_0405. The binding affinity (normalized) is 0.523. (2) The MHC is DRB1_0401 with pseudo-sequence DRB1_0401. The peptide sequence is WVMANMAPENLADASL. The binding affinity (normalized) is 0. (3) The peptide sequence is FHEMNNGGDAMYMAL. The MHC is DRB1_0404 with pseudo-sequence DRB1_0404. The binding affinity (normalized) is 0.433. (4) The peptide sequence is TAWDFSSAGGFFTSV. The MHC is HLA-DQA10501-DQB10402 with pseudo-sequence HLA-DQA10501-DQB10402. The binding affinity (normalized) is 0.574.